From a dataset of Forward reaction prediction with 1.9M reactions from USPTO patents (1976-2016). Predict the product of the given reaction. (1) The product is: [ClH:25].[F:1][C:2]1([C:15]2[CH:20]=[CH:19][CH:18]=[CH:17][C:16]=2[C:21]([F:22])([F:23])[F:24])[CH2:3][CH2:4][NH:5][CH2:6][CH2:7]1. Given the reactants [F:1][C:2]1([C:15]2[CH:20]=[CH:19][CH:18]=[CH:17][C:16]=2[C:21]([F:24])([F:23])[F:22])[CH2:7][CH2:6][N:5](C(OC(C)(C)C)=O)[CH2:4][CH2:3]1.[ClH:25], predict the reaction product. (2) The product is: [ClH:34].[Cl:34][C:25]1[C:26]([C:30]([F:31])([F:32])[F:33])=[CH:27][CH:28]=[CH:29][C:24]=1[CH2:23][N:22]([CH2:21][CH:20]([C:14]1[CH:15]=[CH:16][CH:17]=[CH:18][CH:19]=1)[C:39]1[CH:44]=[CH:43][CH:42]=[CH:41][CH:40]=1)[CH2:35][CH2:36][CH2:37][O:13][C:11]1[CH:10]=[CH:9][CH:8]=[C:7]([N:1]2[CH2:2][CH2:3][O:4][CH2:5][CH2:6]2)[N:12]=1. Given the reactants [N:1]1([C:7]2[N:12]=[C:11]([OH:13])[CH:10]=[CH:9][CH:8]=2)[CH2:6][CH2:5][O:4][CH2:3][CH2:2]1.[C:14]1([CH:20]([C:39]2[CH:44]=[CH:43][CH:42]=[CH:41][CH:40]=2)[CH2:21][N:22]([CH2:35][CH2:36][CH2:37]O)[CH2:23][C:24]2[CH:29]=[CH:28][CH:27]=[C:26]([C:30]([F:33])([F:32])[F:31])[C:25]=2[Cl:34])[CH:19]=[CH:18][CH:17]=[CH:16][CH:15]=1.OC1C=C(C=CC=1)CC1N(COCC)N=NN=1.BrCCCO, predict the reaction product. (3) Given the reactants C[O:2][C:3]1[CH:4]=[C:5]([CH:11]=[CH:12][C:13]2[O:17][N:16]=[C:15]([CH2:18][CH3:19])[N:14]=2)[CH:6]=[CH:7][C:8]=1[O:9]C.B(Br)(Br)Br.C(=O)([O-])[O-].[Na+].[Na+], predict the reaction product. The product is: [CH2:18]([C:15]1[N:14]=[C:13]([CH:12]=[CH:11][C:5]2[CH:4]=[C:3]([OH:2])[C:8]([OH:9])=[CH:7][CH:6]=2)[O:17][N:16]=1)[CH3:19]. (4) Given the reactants [F:1][C:2]1[CH:9]=[CH:8][C:7](/[CH:10]=[CH:11]/[C:12]2([OH:32])[CH2:17][CH2:16][N:15]([C:18](=[O:31])[CH2:19][C:20]3[CH:25]=[CH:24][C:23]([N:26]4[CH:30]=[N:29][N:28]=[N:27]4)=[CH:22][CH:21]=3)[CH2:14][CH2:13]2)=[CH:6][C:3]=1[C:4]#[N:5].[N+](=[CH2:35])=[N-], predict the reaction product. The product is: [F:1][C:2]1[CH:9]=[CH:8][C:7]([CH:10]2[CH2:35][CH:11]2[C:12]2([OH:32])[CH2:17][CH2:16][N:15]([C:18](=[O:31])[CH2:19][C:20]3[CH:25]=[CH:24][C:23]([N:26]4[CH:30]=[N:29][N:28]=[N:27]4)=[CH:22][CH:21]=3)[CH2:14][CH2:13]2)=[CH:6][C:3]=1[C:4]#[N:5]. (5) Given the reactants [Cl:1][C:2]1[N:3]=[CH:4][N:5]([C:10]2[CH:15]=[CH:14][C:13]([F:16])=[CH:12][C:11]=2[Cl:17])[C:6]=1[C:7](Cl)=[O:8].[Cl-].[Al+3].[Cl-].[Cl-].[F:22][C:23]1[CH:28]=[CH:27][CH:26]=[C:25]([F:29])[CH:24]=1.Cl, predict the reaction product. The product is: [Cl:1][C:2]1[N:3]=[CH:4][N:5]([C:10]2[CH:15]=[CH:14][C:13]([F:16])=[CH:12][C:11]=2[Cl:17])[C:6]=1[C:7]([C:26]1[CH:27]=[CH:28][C:23]([F:22])=[CH:24][C:25]=1[F:29])=[O:8]. (6) Given the reactants [O:1]=[S:2]1(=[O:49])[CH2:7][CH2:6][N:5]([CH2:8][CH2:9][NH:10][C@:11]23[CH2:46][CH2:45][C@@H:44]([CH2:47][OH:48])[C@@H:12]2[C@@H:13]2[C@@:26]([CH3:29])([CH2:27][CH2:28]3)[C@@:25]3([CH3:30])[C@@H:16]([C@:17]4([CH3:43])[C@@H:22]([CH2:23][CH2:24]3)[C:21]([CH3:32])([CH3:31])[C:20]([C:33]3[CH:42]=[CH:41][C:36]([C:37]([O:39]C)=[O:38])=[CH:35][CH:34]=3)=[CH:19][CH2:18]4)[CH2:15][CH2:14]2)[CH2:4][CH2:3]1.O.[OH-].[Li+].O1CCCC1, predict the reaction product. The product is: [O:49]=[S:2]1(=[O:1])[CH2:7][CH2:6][N:5]([CH2:8][CH2:9][NH:10][C@:11]23[CH2:46][CH2:45][C@@H:44]([CH2:47][OH:48])[C@@H:12]2[C@@H:13]2[C@@:26]([CH3:29])([CH2:27][CH2:28]3)[C@@:25]3([CH3:30])[C@@H:16]([C@:17]4([CH3:43])[C@@H:22]([CH2:23][CH2:24]3)[C:21]([CH3:32])([CH3:31])[C:20]([C:33]3[CH:42]=[CH:41][C:36]([C:37]([OH:39])=[O:38])=[CH:35][CH:34]=3)=[CH:19][CH2:18]4)[CH2:15][CH2:14]2)[CH2:4][CH2:3]1. (7) Given the reactants CC1C=C(C=CC=1)O[C:6]1[N:11]=[CH:10][N:9]=[C:8]([NH:12][C:13]2[CH:18]=[CH:17][CH:16]=[C:15]([NH2:19])[N:14]=2)[CH:7]=1.NC1C=CC=C(N)N=1.[Cl:31]C1C=C(Cl)N=CN=1, predict the reaction product. The product is: [Cl:31][C:6]1[N:11]=[CH:10][N:9]=[C:8]([NH:12][C:13]2[CH:18]=[CH:17][CH:16]=[C:15]([NH2:19])[N:14]=2)[CH:7]=1.